Dataset: Catalyst prediction with 721,799 reactions and 888 catalyst types from USPTO. Task: Predict which catalyst facilitates the given reaction. Reactant: C[O:2][C:3]1[CH:8]=[CH:7][C:6]([C:9]2[N:18]([CH3:19])[C:17](=[O:20])[C:16]3[C:11](=[C:12]([CH3:21])[CH:13]=[CH:14][CH:15]=3)[N:10]=2)=[CH:5][CH:4]=1.B(F)(F)F.[OH-].[Na+]. Product: [OH:2][C:3]1[CH:4]=[CH:5][C:6]([C:9]2[N:18]([CH3:19])[C:17](=[O:20])[C:16]3[C:11](=[C:12]([CH3:21])[CH:13]=[CH:14][CH:15]=3)[N:10]=2)=[CH:7][CH:8]=1. The catalyst class is: 96.